This data is from Full USPTO retrosynthesis dataset with 1.9M reactions from patents (1976-2016). The task is: Predict the reactants needed to synthesize the given product. (1) Given the product [F:1][C:2]1[CH:7]=[CH:6][C:5]([C:12]2[CH:13]=[C:14]([CH:20]=[CH:21][N:22]=2)[C:15]([O:17][CH2:18][CH3:19])=[O:16])=[CH:4][CH:3]=1, predict the reactants needed to synthesize it. The reactants are: [F:1][C:2]1[CH:7]=[CH:6][C:5](B(O)O)=[CH:4][CH:3]=1.Cl[C:12]1[CH:13]=[C:14]([CH:20]=[CH:21][N:22]=1)[C:15]([O:17][CH2:18][CH3:19])=[O:16]. (2) Given the product [CH3:27][C:28]1[CH:29]=[C:30]([CH:33]=[CH:34][CH:35]=1)[CH2:31][NH:1][CH:2]1[CH2:7][CH2:6][N:5]([CH2:8][CH2:9][N:10]2[C:19]3[C:14](=[CH:15][CH:16]=[C:17]([O:20][CH3:21])[CH:18]=3)[C:13]([C:22]([NH:24][CH3:25])=[O:23])=[CH:12][C:11]2=[O:26])[CH2:4][CH2:3]1, predict the reactants needed to synthesize it. The reactants are: [NH2:1][CH:2]1[CH2:7][CH2:6][N:5]([CH2:8][CH2:9][N:10]2[C:19]3[C:14](=[CH:15][CH:16]=[C:17]([O:20][CH3:21])[CH:18]=3)[C:13]([C:22]([NH:24][CH3:25])=[O:23])=[CH:12][C:11]2=[O:26])[CH2:4][CH2:3]1.[CH3:27][C:28]1[CH:29]=[C:30]([CH:33]=[CH:34][CH:35]=1)[CH:31]=O.C([BH3-])#N.[Na+]. (3) The reactants are: [C:1]([O:5][C:6]([NH:8][C@@H:9]([CH2:14][C:15]1[CH:20]=[CH:19][CH:18]=[CH:17][CH:16]=1)[C@H:10]([OH:13])[CH2:11]Cl)=[O:7])([CH3:4])([CH3:3])[CH3:2].[C:21]([O-:24])(=[O:23])[CH3:22].[K+].C(C1C=CC=CC=1)C. Given the product [C:21]([O:24][CH2:11][C@@H:10]([OH:13])[C@@H:9]([NH:8][C:6]([O:5][C:1]([CH3:4])([CH3:3])[CH3:2])=[O:7])[CH2:14][C:15]1[CH:20]=[CH:19][CH:18]=[CH:17][CH:16]=1)(=[O:23])[CH3:22], predict the reactants needed to synthesize it. (4) Given the product [CH3:29][O:30][C:1]([C:3]1([N:11]([C:12](=[O:22])[CH2:13][C:14]2[CH:19]=[C:18]([CH3:20])[CH:17]=[CH:16][C:15]=2[CH3:21])[OH:23])[CH2:8][CH2:7][N:6]([O:9][CH3:10])[CH2:5][CH2:4]1)=[O:25], predict the reactants needed to synthesize it. The reactants are: [C:1]([C:3]1([N:11]([OH:23])[C:12](=[O:22])[CH2:13][C:14]2[CH:19]=[C:18]([CH3:20])[CH:17]=[CH:16][C:15]=2[CH3:21])[CH2:8][CH2:7][N:6]([O:9][CH3:10])[CH2:5][CH2:4]1)#N.S(=O)(=O)(O)[OH:25].[C:29](=O)([O-])[OH:30].[Na+].